This data is from Full USPTO retrosynthesis dataset with 1.9M reactions from patents (1976-2016). The task is: Predict the reactants needed to synthesize the given product. (1) The reactants are: [C:1]([C:5]1[CH:18]=[CH:17][C:16]2[C:15]([C:20]3[CH:25]=[CH:24][C:23]([C:26]4[O:27][C:28]([C:31]5[CH:36]=[CH:35][CH:34]=[CH:33][CH:32]=5)=[N:29][N:30]=4)=[CH:22][CH:21]=3)(O)[C:14]3[C:9](=[CH:10][CH:11]=[CH:12][CH:13]=3)[C:8]([C:38]3[CH:43]=[CH:42][C:41]([C:44]4[O:45][C:46]([C:49]5[CH:54]=[CH:53][CH:52]=[CH:51][CH:50]=5)=[N:47][N:48]=4)=[CH:40][CH:39]=3)(O)[C:7]=2[CH:6]=1)([CH3:4])([CH3:3])[CH3:2].[I-].[K+].O.[PH2](=O)[O-].[Na+].[PH2](=O)O.C(=O)([O-])O.[Na+]. Given the product [C:1]([C:5]1[CH:18]=[CH:17][C:16]2[C:7](=[C:8]([C:38]3[CH:39]=[CH:40][C:41]([C:44]4[O:45][C:46]([C:49]5[CH:54]=[CH:53][CH:52]=[CH:51][CH:50]=5)=[N:47][N:48]=4)=[CH:42][CH:43]=3)[C:9]3[C:14]([C:15]=2[C:20]2[CH:21]=[CH:22][C:23]([C:26]4[O:27][C:28]([C:31]5[CH:36]=[CH:35][CH:34]=[CH:33][CH:32]=5)=[N:29][N:30]=4)=[CH:24][CH:25]=2)=[CH:13][CH:12]=[CH:11][CH:10]=3)[CH:6]=1)([CH3:4])([CH3:2])[CH3:3], predict the reactants needed to synthesize it. (2) Given the product [CH:35]([NH:38][C:39](=[O:42])[CH2:40][O:1][C:2]1[CH:3]=[C:4]([C:8]2[N:17]=[C:16]([NH:18][C:19]3[CH:20]=[C:21]4[C:25](=[CH:26][CH:27]=3)[N:24]([C:28]([O:30][C:31]([CH3:34])([CH3:33])[CH3:32])=[O:29])[N:23]=[CH:22]4)[C:15]3[C:10](=[CH:11][CH:12]=[CH:13][CH:14]=3)[N:9]=2)[CH:5]=[CH:6][CH:7]=1)([CH3:37])[CH3:36], predict the reactants needed to synthesize it. The reactants are: [OH:1][C:2]1[CH:3]=[C:4]([C:8]2[N:17]=[C:16]([NH:18][C:19]3[CH:20]=[C:21]4[C:25](=[CH:26][CH:27]=3)[N:24]([C:28]([O:30][C:31]([CH3:34])([CH3:33])[CH3:32])=[O:29])[N:23]=[CH:22]4)[C:15]3[C:10](=[CH:11][CH:12]=[CH:13][CH:14]=3)[N:9]=2)[CH:5]=[CH:6][CH:7]=1.[CH:35]([NH:38][C:39](=[O:42])[CH2:40]Br)([CH3:37])[CH3:36].C([O-])([O-])=O.[K+].[K+]. (3) Given the product [CH2:17]([O:19][C:20]([C:22]1[C:26]([CH2:27][CH2:28][C:29]([OH:31])=[O:30])=[C:25]([CH:32]=[C:9]2[C:8]3[C:12](=[CH:13][CH:14]=[CH:15][C:7]=3[CH:4]3[CH2:3][CH2:2][NH:1][CH2:6][CH2:5]3)[NH:11][C:10]2=[O:16])[NH:24][C:23]=1[CH3:34])=[O:21])[CH3:18], predict the reactants needed to synthesize it. The reactants are: [NH:1]1[CH2:6][CH2:5][CH:4]([C:7]2[CH:15]=[CH:14][CH:13]=[C:12]3[C:8]=2[CH2:9][C:10](=[O:16])[NH:11]3)[CH2:3][CH2:2]1.[CH2:17]([O:19][C:20]([C:22]1[C:26]([CH2:27][CH2:28][C:29]([OH:31])=[O:30])=[C:25]([CH:32]=O)[NH:24][C:23]=1[CH3:34])=[O:21])[CH3:18]. (4) Given the product [C:8]([O:12][C:13]([N:15]1[CH2:20][CH2:19][CH:18]([O:21][CH2:6][O:5][CH2:4][CH2:3][O:2][CH3:1])[CH2:17][CH2:16]1)=[O:14])([CH3:11])([CH3:9])[CH3:10], predict the reactants needed to synthesize it. The reactants are: [CH3:1][O:2][CH2:3][CH2:4][O:5][CH2:6]Cl.[C:8]([O:12][C:13]([N:15]1[CH2:20][CH2:19][CH:18]([OH:21])[CH2:17][CH2:16]1)=[O:14])([CH3:11])([CH3:10])[CH3:9].C(N(C(C)C)CC)(C)C. (5) Given the product [CH3:1][O:2][C:3](=[O:20])[C:4]([O:7][C:8]1[CH:13]=[C:12]([CH3:14])[C:11]([O:15][CH2:16][CH2:17][CH2:22][Br:21])=[CH:10][C:9]=1[CH3:19])([CH3:6])[CH3:5], predict the reactants needed to synthesize it. The reactants are: [CH3:1][O:2][C:3](=[O:20])[C:4]([O:7][C:8]1[CH:13]=[C:12]([CH3:14])[C:11]([O:15][CH2:16][CH2:17]Br)=[CH:10][C:9]=1[CH3:19])([CH3:6])[CH3:5].[Br:21][CH2:22]CBr. (6) Given the product [CH:22]1([N:19]2[CH2:20][CH2:21][N:16]([C:14](=[O:15])[CH2:13][N:7]3[CH2:8][CH2:9][C:10]4[NH:1][C:2](=[O:11])[CH:3]=[CH:4][C:5]=4[CH2:6]3)[CH2:17][CH2:18]2)[CH2:25][CH2:24][CH2:23]1, predict the reactants needed to synthesize it. The reactants are: [NH:1]1[C:10]2[CH2:9][CH2:8][NH:7][CH2:6][C:5]=2[CH:4]=[CH:3][C:2]1=[O:11].Cl[CH2:13][C:14]([N:16]1[CH2:21][CH2:20][N:19]([CH:22]2[CH2:25][CH2:24][CH2:23]2)[CH2:18][CH2:17]1)=[O:15].C([O-])([O-])=O.[K+].[K+]. (7) Given the product [CH2:6]1[NH:5][CH2:4][C:12](=[O:14])[N:8]2[CH2:9][CH2:10][CH2:11][C@H:7]12, predict the reactants needed to synthesize it. The reactants are: COC(=O)[CH2:4][NH:5][CH2:6][C@H:7]1[CH2:11][CH2:10][CH2:9][N:8]1[C:12]([O:14]C(C)(C)C)=O.FC(F)(F)C(O)=O. (8) Given the product [F:24][C:21]1[CH:22]=[CH:23][C:18]([CH2:17][N:13]2[CH2:14][CH2:15][CH2:16][C:11]3([CH2:10][C:9](=[O:29])[C:8]4[C:26](=[CH:27][CH:28]=[C:6](/[CH:5]=[CH:4]/[C:3]([OH:30])=[O:2])[CH:7]=4)[O:25]3)[CH2:12]2)=[CH:19][CH:20]=1, predict the reactants needed to synthesize it. The reactants are: C[O:2][C:3](=[O:30])/[CH:4]=[CH:5]/[C:6]1[CH:7]=[C:8]2[C:26](=[CH:27][CH:28]=1)[O:25][C:11]1([CH2:16][CH2:15][CH2:14][N:13]([CH2:17][C:18]3[CH:23]=[CH:22][C:21]([F:24])=[CH:20][CH:19]=3)[CH2:12]1)[CH2:10][C:9]2=[O:29].[OH-].[Na+]. (9) Given the product [CH3:4][CH2:5][N:98]([CH2:97][C:96]([NH:95][C:70]1[C:69]([CH3:81])=[CH:68][CH:67]=[CH:72][C:71]=1[CH3:79])=[O:36])[CH2:94][CH3:93].[ClH:43], predict the reactants needed to synthesize it. The reactants are: CN([CH2:4][CH2:5]C=C1C2C=CC=CC=2OCC2C=CC=CC1=2)C.CN(CCC=C1C2C=CC=CC=2[O:36]CC2C=CC=CC1=2)C.[ClH:43].CN1[C@@H]2[C@@H]3O[C@H]3[C@H]1C[C@@H](OC([C@@H](C1C=CC=CC=1)CO)=O)C2.C[C:67]1[CH:68]=[C:69]([C:81](C)(C)C)[C:70](O)=[C:71]([CH3:79])[C:72]=1CC1NCCN=1.Cl.CC1C=C(C(C)(C)C)C(O)=C(C)C=1[CH2:93][C:94]1[NH:98][CH2:97][CH2:96][N:95]=1.Cl. (10) Given the product [C:38]([NH:37][CH2:36][CH2:35][C:30]1[CH:31]=[CH:32][CH:33]=[CH:34][C:29]=1[C:23]1[CH:24]=[CH:25][C:20]([C@H:10]2[C@H:11]([C:14]3[CH:15]=[N:16][CH:17]=[CH:18][CH:19]=3)[CH2:12][CH2:13][N:8]([C:6]([O:5][C:1]([CH3:4])([CH3:3])[CH3:2])=[O:7])[CH2:9]2)=[C:21]([CH3:27])[CH:22]=1)(=[O:40])[CH3:39], predict the reactants needed to synthesize it. The reactants are: [C:1]([O:5][C:6]([N:8]1[CH2:13][CH2:12][C@@H:11]([C:14]2[CH:15]=[N:16][CH:17]=[CH:18][CH:19]=2)[C@H:10]([C:20]2[CH:25]=[CH:24][C:23](Br)=[CH:22][C:21]=2[CH3:27])[CH2:9]1)=[O:7])([CH3:4])([CH3:3])[CH3:2].Br[C:29]1[CH:34]=[CH:33][CH:32]=[CH:31][C:30]=1[CH2:35][CH2:36][NH:37][C:38](=[O:40])[CH3:39].CO.